This data is from Peptide-MHC class I binding affinity with 185,985 pairs from IEDB/IMGT. The task is: Regression. Given a peptide amino acid sequence and an MHC pseudo amino acid sequence, predict their binding affinity value. This is MHC class I binding data. (1) The peptide sequence is YLPTQQDVL. The MHC is HLA-B15:03 with pseudo-sequence HLA-B15:03. The binding affinity (normalized) is 0.326. (2) The peptide sequence is ERAFQNWSV. The binding affinity (normalized) is 0.0847. The MHC is HLA-A29:02 with pseudo-sequence HLA-A29:02. (3) The binding affinity (normalized) is 0.0847. The peptide sequence is PYDCKELRL. The MHC is HLA-B07:02 with pseudo-sequence HLA-B07:02. (4) The peptide sequence is STTEAILPEY. The binding affinity (normalized) is 0. The MHC is HLA-A30:02 with pseudo-sequence HLA-A30:02.